This data is from Catalyst prediction with 721,799 reactions and 888 catalyst types from USPTO. The task is: Predict which catalyst facilitates the given reaction. (1) Reactant: Cl.[F:2][C:3]1[CH:4]=[C:5]([S:10]([NH:13][C:14]2[C:23]3[C:18](=[CH:19][CH:20]=[CH:21][CH:22]=3)[C:17]([N:24]3[CH2:30][CH2:29][CH2:28][N:27]([CH3:31])[CH2:26][CH2:25]3)=[CH:16][CH:15]=2)(=[O:12])=[O:11])[CH:6]=[CH:7][C:8]=1F.N1C=CC=CC=1.FC1C=C(S([Cl:48])(=O)=O)C=CC=1. Product: [ClH:48].[F:2][C:3]1[CH:4]=[C:5]([S:10]([NH:13][C:14]2[C:23]3[C:18](=[CH:19][CH:20]=[CH:21][CH:22]=3)[C:17]([N:24]3[CH2:30][CH2:29][CH2:28][N:27]([CH3:31])[CH2:26][CH2:25]3)=[CH:16][CH:15]=2)(=[O:11])=[O:12])[CH:6]=[CH:7][CH:8]=1. The catalyst class is: 2. (2) Reactant: [Br:1][C:2]1[CH:3]=[C:4]([CH:9]=[C:10]([OH:12])[CH:11]=1)[C:5]([O:7][CH3:8])=[O:6].C(=O)([O-])[O-].[K+].[K+].FC(F)(F)S(O[CH2:25][C:26]([F:29])([F:28])[F:27])(=O)=O. Product: [Br:1][C:2]1[CH:3]=[C:4]([CH:9]=[C:10]([O:12][CH2:25][C:26]([F:29])([F:28])[F:27])[CH:11]=1)[C:5]([O:7][CH3:8])=[O:6]. The catalyst class is: 303.